This data is from Catalyst prediction with 721,799 reactions and 888 catalyst types from USPTO. The task is: Predict which catalyst facilitates the given reaction. Reactant: [CH2:1]([O:8][C:9]([NH:11][C@@H:12]([CH2:17][C:18]1[CH:23]=[C:22]([Cl:24])[CH:21]=[C:20]([Cl:25])[CH:19]=1)[C:13]([O:15]C)=[O:14])=[O:10])[C:2]1[CH:7]=[CH:6][CH:5]=[CH:4][CH:3]=1.[Li+].[OH-]. Product: [CH2:1]([O:8][C:9]([NH:11][C@@H:12]([CH2:17][C:18]1[CH:19]=[C:20]([Cl:25])[CH:21]=[C:22]([Cl:24])[CH:23]=1)[C:13]([OH:15])=[O:14])=[O:10])[C:2]1[CH:7]=[CH:6][CH:5]=[CH:4][CH:3]=1. The catalyst class is: 1.